From a dataset of Full USPTO retrosynthesis dataset with 1.9M reactions from patents (1976-2016). Predict the reactants needed to synthesize the given product. (1) Given the product [Cl:17][C:12]1[CH:11]=[C:10]([C@@H:8]2[C@@H:7]([C:18]3[CH:19]=[CH:20][C:21]([Cl:24])=[CH:22][CH:23]=3)[N:6]([C@@H:25]([CH2:33][CH3:34])[CH2:26][NH:27][S:28]([CH2:31][CH3:32])(=[O:30])=[O:29])[C:5](=[O:35])[C@:4]([CH2:52][C:50]([OH:49])=[O:51])([CH3:1])[CH2:9]2)[CH:15]=[C:14]([F:16])[CH:13]=1, predict the reactants needed to synthesize it. The reactants are: [CH2:1]([C@@:4]1(C)[CH2:9][C@H:8]([C:10]2[CH:15]=[C:14]([F:16])[CH:13]=[C:12]([Cl:17])[CH:11]=2)[C@@H:7]([C:18]2[CH:23]=[CH:22][C:21]([Cl:24])=[CH:20][CH:19]=2)[N:6]([C@@H:25]([CH2:33][CH3:34])[CH2:26][NH:27][S:28]([CH2:31][CH3:32])(=[O:30])=[O:29])[C:5]1=[O:35])C=C.CC#N.O.I([O-])(=O)(=O)=O.[Na+].CC[O:49][C:50]([CH3:52])=[O:51]. (2) Given the product [CH3:32][NH:33][C:7]([C:6]1[C:11]([NH:10][C:9]([C:12]2[N:13]([C:21]3[C:26]([Cl:27])=[CH:25][CH:24]=[CH:23][N:22]=3)[N:14]=[C:15]([C:17]([F:18])([F:20])[F:19])[CH:16]=2)=[O:8])=[C:2]([Cl:1])[C:3]2[N:31]=[CH:30][NH:29][C:4]=2[CH:5]=1)=[O:28], predict the reactants needed to synthesize it. The reactants are: [Cl:1][C:2]1[C:11]2[N:10]=[C:9]([C:12]3[N:13]([C:21]4[C:26]([Cl:27])=[CH:25][CH:24]=[CH:23][N:22]=4)[N:14]=[C:15]([C:17]([F:20])([F:19])[F:18])[CH:16]=3)[O:8][C:7](=[O:28])[C:6]=2[CH:5]=[C:4]2[NH:29][CH:30]=[N:31][C:3]=12.[CH3:32][NH2:33]. (3) The reactants are: [Br:1][C:2]1[CH:3]=[C:4]([CH:7]=[C:8]([N+:10]([O-:12])=[O:11])[CH:9]=1)[CH:5]=[O:6].[BH4-].[Na+].O. Given the product [Br:1][C:2]1[CH:3]=[C:4]([CH:7]=[C:8]([N+:10]([O-:12])=[O:11])[CH:9]=1)[CH2:5][OH:6], predict the reactants needed to synthesize it. (4) Given the product [C:19]1([C:1]2[CH:2]=[C:3]3[C:4]([C:14]([OH:15])=[CH:9][CH:8]=[N:7]3)=[CH:5][CH:6]=2)[CH:20]=[CH:21][CH:22]=[CH:23][CH:24]=1, predict the reactants needed to synthesize it. The reactants are: [C:1]1([C:19]2[CH:24]=[CH:23][CH:22]=[CH:21][CH:20]=2)[CH:6]=[CH:5][CH:4]=[C:3]([NH:7][CH:8]=[C:9]2[C:14](=[O:15])OC(C)(C)OC2=O)[CH:2]=1. (5) Given the product [CH2:19]([N:1]([CH2:2][C@@H:3]1[CH2:8][O:7][CH2:6][CH2:5][N:4]1[C:9]([O:11][C:12]([CH3:15])([CH3:14])[CH3:13])=[O:10])[CH2:16][CH3:17])[CH3:20], predict the reactants needed to synthesize it. The reactants are: [NH2:1][CH2:2][C@@H:3]1[CH2:8][O:7][CH2:6][CH2:5][N:4]1[C:9]([O:11][C:12]([CH3:15])([CH3:14])[CH3:13])=[O:10].[CH:16](=O)[CH3:17].[C:19](O[BH-](OC(=O)C)OC(=O)C)(=O)[CH3:20].[Na+]. (6) Given the product [CH3:16][O:17][C:2]([CH3:1])([CH2:9][CH3:10])[CH2:3][CH2:4][CH2:5][C:6](=[O:8])[CH3:7], predict the reactants needed to synthesize it. The reactants are: [CH3:1][C:2]([CH2:9][CH3:10])=[CH:3][CH2:4][CH2:5][C:6](=[O:8])[CH3:7].S(=O)(=O)(O)O.[CH3:16][OH:17].